Binary Classification. Given a drug SMILES string, predict its activity (active/inactive) in a high-throughput screening assay against a specified biological target. From a dataset of KCNQ2 potassium channel screen with 302,405 compounds. (1) The drug is S(=O)(=O)(N1CCN(CC1)C(=O)c1cc(F)ccc1)c1ccc(C(C)C)cc1. The result is 0 (inactive). (2) The result is 0 (inactive). The molecule is S(=O)(=O)(Nc1cc(cc(c1)C)C)c1cc2[nH]c(=O)[nH]c2cc1. (3) The result is 0 (inactive). The drug is O=C(Nc1c(cccc1)C)C(N(c1c(cccc1)C)C(=O)CNC(=O)C)(CC)C. (4) The drug is S(c1ncccc1C(OCC(=O)NC(C)C)=O)C. The result is 0 (inactive). (5) The drug is FC(F)(F)c1cc(N2CCN(CC2)C(=O)c2cc3[nH]cnc3cc2)ccc1. The result is 0 (inactive). (6) The drug is O(c1c(NC(=O)Cc2ccc(OC)cc2)cccc1)c1ccccc1. The result is 1 (active). (7) The drug is O(c1cc(ccc1O)C(=O)/C=C\c1cccnc1)C. The result is 0 (inactive).